From a dataset of Reaction yield outcomes from USPTO patents with 853,638 reactions. Predict the reaction yield, written as a fraction of the theoretical maximum amount of product (1.0 means a 100% yield; for example, 0.34 means a 34% yield). (1) The reactants are Cl.Cl.Cl.[O:4]1[C:8]2[CH:9]=[CH:10][CH:11]=[C:12]([N:13]3[CH2:18][CH2:17][N:16]([CH2:19][CH2:20][C@H:21]4[CH2:26][CH2:25][C@H:24]([NH2:27])[CH2:23][CH2:22]4)[CH2:15][CH2:14]3)[C:7]=2[O:6][CH2:5]1.C(N(CC)CC)C.[C:35](Cl)(=[O:38])[O:36][CH3:37]. The catalyst is ClCCl. The product is [CH3:37][O:36][C:35](=[O:38])[NH:27][C@H:24]1[CH2:25][CH2:26][C@H:21]([CH2:20][CH2:19][N:16]2[CH2:17][CH2:18][N:13]([C:12]3[C:7]4[O:6][CH2:5][O:4][C:8]=4[CH:9]=[CH:10][CH:11]=3)[CH2:14][CH2:15]2)[CH2:22][CH2:23]1. The yield is 0.340. (2) The reactants are Cl.C(OC([NH:9][CH2:10][CH2:11][NH:12][C:13]1[CH:14]=[C:15]([C:19]2[CH:24]=[CH:23][CH:22]=[C:21]([C:25]([O:27][CH3:28])=[O:26])[CH:20]=2)[CH:16]=[CH:17][CH:18]=1)=O)(C)(C)C. The catalyst is C(OCC)(=O)C. The product is [CH3:28][O:27][C:25]([C:21]1[CH:20]=[C:19]([C:15]2[CH:16]=[CH:17][CH:18]=[C:13]([NH:12][CH2:11][CH2:10][NH2:9])[CH:14]=2)[CH:24]=[CH:23][CH:22]=1)=[O:26]. The yield is 0.860. (3) The reactants are C([O:5][C:6](=[O:31])[CH2:7][NH:8][CH2:9][C:10]1[S:14][C:13]([NH:15][C:16]([N:18]([CH:25]2[CH2:30][CH2:29][CH2:28][CH2:27][CH2:26]2)[CH:19]2[CH2:24][CH2:23][CH2:22][CH2:21][CH2:20]2)=[O:17])=[N:12][CH:11]=1)(C)(C)C.Cl. The catalyst is C(Cl)Cl.C(OCC)C. The product is [CH:25]1([N:18]([CH:19]2[CH2:24][CH2:23][CH2:22][CH2:21][CH2:20]2)[C:16](=[O:17])[NH:15][C:13]2[S:14][C:10]([CH2:9][NH:8][CH2:7][C:6]([OH:31])=[O:5])=[CH:11][N:12]=2)[CH2:26][CH2:27][CH2:28][CH2:29][CH2:30]1. The yield is 0.690. (4) The reactants are [O:1]=[C:2]1[NH:7][C:6]2[CH:8]=[C:9]([CH2:12][N:13]3[CH2:18][CH2:17][N:16]([C:19]4[CH:27]=[CH:26][C:22]([C:23]([OH:25])=O)=[CH:21][N:20]=4)[CH2:15][CH2:14]3)[CH:10]=[N:11][C:5]=2[N:4]2[CH2:28][CH2:29][CH2:30][CH2:31][C@@H:3]12.C([N:34](C(C)C)[CH:35]([CH3:37])[CH3:36])C.CC(N)C. The catalyst is CN(C=O)C. The product is [CH:35]([NH:34][C:23](=[O:25])[C:22]1[CH:26]=[CH:27][C:19]([N:16]2[CH2:15][CH2:14][N:13]([CH2:12][C:9]3[CH:10]=[N:11][C:5]4[N:4]5[CH2:28][CH2:29][CH2:30][CH2:31][C@H:3]5[C:2](=[O:1])[NH:7][C:6]=4[CH:8]=3)[CH2:18][CH2:17]2)=[N:20][CH:21]=1)([CH3:37])[CH3:36]. The yield is 0.650.